This data is from Forward reaction prediction with 1.9M reactions from USPTO patents (1976-2016). The task is: Predict the product of the given reaction. (1) Given the reactants [NH2:1][C:2]1[N:7]=[CH:6][C:5]([CH2:8][OH:9])=[CH:4][CH:3]=1.N1C=CN=C1.[C:15]([Si:19]([CH3:22])([CH3:21])Cl)([CH3:18])([CH3:17])[CH3:16], predict the reaction product. The product is: [Si:19]([O:9][CH2:8][C:5]1[CH:4]=[CH:3][C:2]([NH2:1])=[N:7][CH:6]=1)([C:15]([CH3:18])([CH3:17])[CH3:16])([CH3:22])[CH3:21]. (2) The product is: [CH2:21]([N:20]([CH2:23][CH3:24])[CH2:19][CH2:18][NH:17][C:15]([C:9]1[CH:10]=[C:11]([I:14])[CH:12]=[C:13]2[C:8]=1[N:7]=[CH:6][CH:5]=[C:4]2[F:1])=[O:16])[CH3:22]. Given the reactants [F-:1].[K+].Cl[C:4]1[C:13]2[C:8](=[C:9]([C:15]([NH:17][CH2:18][CH2:19][N:20]([CH2:23][CH3:24])[CH2:21][CH3:22])=[O:16])[CH:10]=[C:11]([I:14])[CH:12]=2)[N:7]=[CH:6][CH:5]=1, predict the reaction product. (3) Given the reactants [C:1]([C:5]1[S:9][C:8]([C:10]2[S:11][C:12](/[C:15](/[O:18][C:19]3[CH:24]=[CH:23][CH:22]=[C:21]([O:25][CH3:26])[CH:20]=3)=[CH:16]/Cl)=[CH:13][CH:14]=2)=[CH:7][CH:6]=1)([CH3:4])([CH3:3])[CH3:2].C1C=CC(P(C2C(OC3C(P(C4C=CC=CC=4)C4C=CC=CC=4)=CC=CC=3)=CC=CC=2)C2C=CC=CC=2)=CC=1.C(=O)([O-])[O-].[Cs+].[Cs+].[F-].[Cs+], predict the reaction product. The product is: [C:1]([C:5]1[S:9][C:8]([C:10]2[S:11][C:12]([C:15]3[O:18][C:19]4[CH:20]=[C:21]([O:25][CH3:26])[CH:22]=[CH:23][C:24]=4[CH:16]=3)=[CH:13][CH:14]=2)=[CH:7][CH:6]=1)([CH3:4])([CH3:3])[CH3:2]. (4) Given the reactants [C:1]([O:5][C:6](=[O:26])[NH:7][C:8]1[CH:13]=[CH:12][C:11]([NH:14][C:15]2C3C(=CC=CC=3)N=C(C)N=2)=[CH:10][CH:9]=1)([CH3:4])([CH3:3])[CH3:2].[CH3:27][C:28]1[NH:37][C:36](=O)[C:35]2[C:30](=[CH:31][CH:32]=[CH:33][CH:34]=2)[N:29]=1.[CH3:39]N([P+](ON1N=NC2C=CC=CC1=2)(N(C)C)N(C)C)C.F[P-](F)(F)(F)(F)F.C(N(C(C)C)C(C)C)C.C(OC(=O)NC1C=CC(N)=CC=1)(C)(C)C, predict the reaction product. The product is: [C:1]([O:5][C:6](=[O:26])[N:7]([CH3:39])[C:8]1[CH:9]=[CH:10][C:11]([N:14]([CH3:15])[C:36]2[C:35]3[C:30](=[CH:31][CH:32]=[CH:33][CH:34]=3)[N:29]=[C:28]([CH3:27])[N:37]=2)=[CH:12][CH:13]=1)([CH3:2])([CH3:3])[CH3:4]. (5) Given the reactants [NH2:1][C:2]1[CH:18]=[CH:17][C:5]([O:6][C:7]2[CH:12]=[CH:11][N:10]=[C:9]([NH:13][CH2:14][CH2:15][OH:16])[CH:8]=2)=[CH:4][C:3]=1[F:19].N1C=CN=C1.[CH3:25][C:26]([Si:29](Cl)([CH3:31])[CH3:30])([CH3:28])[CH3:27], predict the reaction product. The product is: [NH2:1][C:2]1[CH:18]=[CH:17][C:5]([O:6][C:7]2[CH:12]=[CH:11][N:10]=[C:9]([NH:13][CH2:14][CH2:15][O:16][Si:29]([C:26]([CH3:28])([CH3:27])[CH3:25])([CH3:31])[CH3:30])[CH:8]=2)=[CH:4][C:3]=1[F:19].